This data is from Catalyst prediction with 721,799 reactions and 888 catalyst types from USPTO. The task is: Predict which catalyst facilitates the given reaction. (1) Reactant: [O:1]=[C:2]1[CH2:11][O:10][C:9]2[CH:8]=[C:7]3[NH:12][C:13]([C:15]([O:17]C)=[O:16])=[CH:14][C:6]3=[CH:5][C:4]=2[NH:3]1. Product: [O:1]=[C:2]1[CH2:11][O:10][C:9]2[CH:8]=[C:7]3[NH:12][C:13]([C:15]([OH:17])=[O:16])=[CH:14][C:6]3=[CH:5][C:4]=2[NH:3]1. The catalyst class is: 6. (2) Product: [ClH:35].[C:11]1([CH:9]2[CH2:10][NH:6][CH2:7][CH2:8]2)[CH:16]=[CH:15][CH:14]=[CH:13][CH:12]=1. Reactant: CC(C)(C)CC([N:6]1[CH2:10][C@H:9]([C:11]2[CH:16]=[CH:15][CH:14]=[CH:13][CH:12]=2)[C@@H:8](C=O)[CH2:7]1)=O.C(O[BH-](OC(=O)C)OC(=O)C)(=O)C.[Na+].[Cl:35]CCCl. The catalyst class is: 2. (3) Reactant: [Cl:1][C:2]1[CH:7]=[CH:6][C:5]([N:8]2[C:16](=[O:17])[C:15]3[N:14]=[CH:13][N:12]([C:18]4[CH:19]=[C:20]([NH:24][S:25]([CH3:28])(=[O:27])=[O:26])[CH:21]=[CH:22][CH:23]=4)[C:11]=3[N:10]=[C:9]2[C:29]2[CH:34]=[CH:33][C:32](B3OC(C)(C)C(C)(C)O3)=[CH:31][CH:30]=2)=[CH:4][CH:3]=1.Br[C:45]1[CH:46]=[N:47][CH:48]=[N:49][CH:50]=1.C(=O)([O-])[O-].[Cs+].[Cs+]. Product: [Cl:1][C:2]1[CH:7]=[CH:6][C:5]([N:8]2[C:16](=[O:17])[C:15]3[N:14]=[CH:13][N:12]([C:18]4[CH:19]=[C:20]([NH:24][S:25]([CH3:28])(=[O:27])=[O:26])[CH:21]=[CH:22][CH:23]=4)[C:11]=3[N:10]=[C:9]2[C:29]2[CH:30]=[CH:31][C:32]([C:45]3[CH:46]=[N:47][CH:48]=[N:49][CH:50]=3)=[CH:33][CH:34]=2)=[CH:4][CH:3]=1. The catalyst class is: 423. (4) Reactant: [CH3:1][CH:2]([C:4]1[CH:11]=[C:10]([OH:12])[C:8](=[O:9])[CH:7]=[CH:6][CH:5]=1)[CH3:3].[S:13]1[CH:17]=[CH:16][N:15]=[C:14]1[N:18]1[CH2:23][CH2:22][NH:21][CH2:20][CH2:19]1.[C:24](O)(=O)C.C=O. Product: [OH:12][C:10]1[C:8](=[O:9])[C:7]([CH2:24][N:21]2[CH2:20][CH2:19][N:18]([C:14]3[S:13][CH:17]=[CH:16][N:15]=3)[CH2:23][CH2:22]2)=[CH:6][CH:5]=[C:4]([CH:2]([CH3:1])[CH3:3])[CH:11]=1. The catalyst class is: 5. (5) Reactant: [CH2:1]([O:4][C:5]([C:7]1[CH:28]=[CH:27][C:10]2[N:11]([CH:14]3[CH2:19][CH2:18][N:17](C(OC(C)(C)C)=O)[CH2:16][CH2:15]3)[N:12]=[N:13][C:9]=2[CH:8]=1)=[O:6])[CH:2]=[CH2:3].[ClH:29]. Product: [ClH:29].[ClH:29].[CH2:1]([O:4][C:5]([C:7]1[CH:28]=[CH:27][C:10]2[N:11]([CH:14]3[CH2:19][CH2:18][NH:17][CH2:16][CH2:15]3)[N:12]=[N:13][C:9]=2[CH:8]=1)=[O:6])[CH:2]=[CH2:3]. The catalyst class is: 12. (6) Reactant: [Si]([O:8][CH2:9][C@@H:10]([N:19]1[CH:24]=[CH:23][C:22]([C:25]2[CH:30]=[CH:29][N:28]=[C:27]([NH:31][C:32]3[C:33]([CH3:38])=[N:34][N:35]([CH3:37])[CH:36]=3)[N:26]=2)=[CH:21][C:20]1=[O:39])[C:11]1[CH:16]=[CH:15][C:14]([Cl:17])=[C:13]([F:18])[CH:12]=1)(C(C)(C)C)(C)C.CCCC[N+](CCCC)(CCCC)CCCC.[F-].O. Product: [Cl:17][C:14]1[CH:15]=[CH:16][C:11]([C@H:10]([N:19]2[CH:24]=[CH:23][C:22]([C:25]3[CH:30]=[CH:29][N:28]=[C:27]([NH:31][C:32]4[C:33]([CH3:38])=[N:34][N:35]([CH3:37])[CH:36]=4)[N:26]=3)=[CH:21][C:20]2=[O:39])[CH2:9][OH:8])=[CH:12][C:13]=1[F:18]. The catalyst class is: 1. (7) Reactant: [NH4+:1].[Cl-].C[Al](C)C.[C:7]([C:9]1[CH:10]=[CH:11][C:12]([CH3:32])=[C:13]([NH:15][C:16](=[O:31])[C:17]2[CH:22]=[CH:21][C:20]([O:23][CH2:24][C:25]3[CH:30]=[CH:29][CH:28]=[CH:27][N:26]=3)=[CH:19][CH:18]=2)[CH:14]=1)#[N:8]. Product: [C:7]([C:9]1[CH:10]=[CH:11][C:12]([CH3:32])=[C:13]([NH:15][C:16](=[O:31])[C:17]2[CH:22]=[CH:21][C:20]([O:23][CH2:24][C:25]3[CH:30]=[CH:29][CH:28]=[CH:27][N:26]=3)=[CH:19][CH:18]=2)[CH:14]=1)(=[NH:1])[NH2:8]. The catalyst class is: 648. (8) Reactant: [CH2:1]([NH:3][C:4]1[CH:9]=[C:8]([N:10]2[CH2:15][CH2:14][NH:13][CH2:12][CH2:11]2)[CH:7]=[CH:6][C:5]=1[N+:16]([O-:18])=[O:17])[CH3:2].[OH-].[Na+].[C:21]([O:25][C:26](O[C:26]([O:25][C:21]([CH3:24])([CH3:23])[CH3:22])=[O:27])=[O:27])([CH3:24])([CH3:23])[CH3:22].Cl. Product: [CH2:1]([NH:3][C:4]1[CH:9]=[C:8]([N:10]2[CH2:11][CH2:12][N:13]([C:26]([O:25][C:21]([CH3:24])([CH3:23])[CH3:22])=[O:27])[CH2:14][CH2:15]2)[CH:7]=[CH:6][C:5]=1[N+:16]([O-:18])=[O:17])[CH3:2]. The catalyst class is: 20. (9) Reactant: C(NC(C)C)(C)C.C([Li])CCC.[Cl:13][C:14]1[CH:19]=[CH:18][CH:17]=[C:16]([F:20])[N:15]=1.CN(C)[CH:23]=[O:24]. Product: [Cl:13][C:14]1[CH:19]=[CH:18][C:17]([CH:23]=[O:24])=[C:16]([F:20])[N:15]=1. The catalyst class is: 7. (10) The catalyst class is: 9. Reactant: [N+:1]([C:4]1[CH:9]=[CH:8][CH:7]=[CH:6][C:5]=1[OH:10])([O-:3])=[O:2].C(=O)([O-])[O-].[K+].[K+].Br[CH2:18][C:19](=[O:21])[CH3:20].O. Product: [N+:1]([C:4]1[CH:9]=[CH:8][CH:7]=[CH:6][C:5]=1[O:10][CH2:18][C:19](=[O:21])[CH3:20])([O-:3])=[O:2].